From a dataset of Reaction yield outcomes from USPTO patents with 853,638 reactions. Predict the reaction yield, written as a fraction of the theoretical maximum amount of product (1.0 means a 100% yield; for example, 0.34 means a 34% yield). The reactants are [CH3:1][O:2][C:3]1[CH:4]=[C:5]2[C:9](=[CH:10][CH:11]=1)[NH:8][CH:7]=[C:6]2[CH:12]=[O:13].[CH3:14]C1(C=O)C2C(=CC=CC=2)NC1. No catalyst specified. The product is [CH3:1][O:2][C:3]1[CH:4]=[C:5]2[C:9](=[CH:10][CH:11]=1)[N:8]([CH3:14])[CH:7]=[C:6]2[CH:12]=[O:13]. The yield is 0.920.